This data is from CYP2C19 inhibition data for predicting drug metabolism from PubChem BioAssay. The task is: Regression/Classification. Given a drug SMILES string, predict its absorption, distribution, metabolism, or excretion properties. Task type varies by dataset: regression for continuous measurements (e.g., permeability, clearance, half-life) or binary classification for categorical outcomes (e.g., BBB penetration, CYP inhibition). Dataset: cyp2c19_veith. (1) The molecule is CN1CC(c2ccccc2Cl)C2(COc3ccccc3C2=O)C12C(=O)Nc1ccccc12. The result is 1 (inhibitor). (2) The result is 0 (non-inhibitor). The drug is COc1cccc(Nc2ncc3ncc(=O)n(CCc4ccccc4)c3n2)c1. (3) The compound is CCc1cc2c(nc1CC)CCN(CC/C(C)=N/OC)C2. The result is 0 (non-inhibitor). (4) The drug is COc1ccc(O[C@H]2C=C[C@@H](c3ccccc3)O[C@H]2CO/N=C2/c3cc(OC)ccc3O[C@@H](c3cccc(OC)c3)[C@H]2O)cc1. The result is 1 (inhibitor).